Dataset: Forward reaction prediction with 1.9M reactions from USPTO patents (1976-2016). Task: Predict the product of the given reaction. (1) Given the reactants [CH:1]12[CH2:7][CH:4]([CH:5]=[CH:6]1)[CH2:3][CH:2]2[NH:8][C:9]([NH:11][NH2:12])=[S:10].[CH3:13][C:14]1[N:19]=[C:18]([CH:20]=O)[CH:17]=[CH:16][CH:15]=1, predict the reaction product. The product is: [CH:1]12[CH2:7][CH:4]([CH:5]=[CH:6]1)[CH2:3][CH:2]2[NH:8][C:9](=[S:10])[NH:11][N:12]=[CH:20][C:18]1[CH:17]=[CH:16][CH:15]=[C:14]([CH3:13])[N:19]=1. (2) The product is: [OH:1][C:2]1[CH:3]=[C:4]([CH:7]=[CH:8][CH:9]=1)[CH:5]=[N:15][OH:16]. Given the reactants [OH:1][C:2]1[CH:3]=[C:4]([CH:7]=[CH:8][CH:9]=1)[CH:5]=O.CC(O)C.Cl.[NH2:15][OH:16], predict the reaction product. (3) Given the reactants [CH3:1][C:2]1[NH:3][C:4]([NH2:7])=[N:5][N:6]=1.[O:8]1[CH2:13][CH2:12][C:11](=O)[CH2:10][CH2:9]1.C([BH3-])#N.[Na+].O, predict the reaction product. The product is: [CH3:1][C:2]1[NH:3][C:4]([NH:7][CH:11]2[CH2:12][CH2:13][O:8][CH2:9][CH2:10]2)=[N:5][N:6]=1. (4) Given the reactants [CH2:1]([C@@H:3]1[CH2:7][CH2:6][S:5](=[O:9])(=[O:8])[NH:4]1)[CH3:2].Br[C:11]1[CH:16]=[CH:15][C:14]([C:17]([N:19]2[CH2:24][CH2:23][N:22]([C:25]3[C:30]([CH3:31])=[CH:29][C:28]([CH3:32])=[CH:27][N:26]=3)[CH2:21][CH2:20]2)=[O:18])=[C:13]([F:33])[CH:12]=1, predict the reaction product. The product is: [CH3:31][C:30]1[C:25]([N:22]2[CH2:23][CH2:24][N:19]([C:17]([C:14]3[CH:15]=[CH:16][C:11]([N:4]4[C@H:3]([CH2:1][CH3:2])[CH2:7][CH2:6][S:5]4(=[O:9])=[O:8])=[CH:12][C:13]=3[F:33])=[O:18])[CH2:20][CH2:21]2)=[N:26][CH:27]=[C:28]([CH3:32])[CH:29]=1. (5) Given the reactants CS(C)=O.F[C:6]1[CH:7]=[C:8]([CH:11]=[CH:12][CH:13]=1)[C:9]#[N:10].[OH:14][CH:15]1[CH2:20][CH2:19][NH:18][CH2:17][CH2:16]1, predict the reaction product. The product is: [OH:14][CH:15]1[CH2:20][CH2:19][N:18]([C:6]2[CH:7]=[C:8]([CH:11]=[CH:12][CH:13]=2)[C:9]#[N:10])[CH2:17][CH2:16]1.